This data is from Peptide-MHC class II binding affinity with 134,281 pairs from IEDB. The task is: Regression. Given a peptide amino acid sequence and an MHC pseudo amino acid sequence, predict their binding affinity value. This is MHC class II binding data. (1) The peptide sequence is THMMIWHSNLNDTTY. The MHC is DRB4_0101 with pseudo-sequence DRB4_0103. The binding affinity (normalized) is 0.335. (2) The peptide sequence is LRYRYGLFKQRIAKE. The MHC is DRB3_0101 with pseudo-sequence DRB3_0101. The binding affinity (normalized) is 0.216. (3) The peptide sequence is GVKPTHISYIMLIFF. The MHC is DRB1_0701 with pseudo-sequence DRB1_0701. The binding affinity (normalized) is 0.778. (4) The peptide sequence is LGMNHVLQSIRRNYP. The MHC is H-2-IAb with pseudo-sequence H-2-IAb. The binding affinity (normalized) is 0.0780. (5) The peptide sequence is IRNPLSRNSTHEMYY. The MHC is HLA-DQA10201-DQB10301 with pseudo-sequence HLA-DQA10201-DQB10301. The binding affinity (normalized) is 0. (6) The peptide sequence is PLYRYLGGCFACSL. The MHC is HLA-DQA10501-DQB10301 with pseudo-sequence HLA-DQA10501-DQB10301. The binding affinity (normalized) is 0.763. (7) The MHC is DRB1_0801 with pseudo-sequence DRB1_0801. The binding affinity (normalized) is 0.376. The peptide sequence is MMIHTLEALDYKECE. (8) The peptide sequence is HTDACCRTHDMCP. The MHC is H-2-IAd with pseudo-sequence H-2-IAd. The binding affinity (normalized) is 0. (9) The peptide sequence is RLKGESRKTFVELMR. The MHC is DRB1_0701 with pseudo-sequence DRB1_0701. The binding affinity (normalized) is 0.744. (10) The peptide sequence is ISTNIRQAGVQYSR. The MHC is HLA-DQA10501-DQB10301 with pseudo-sequence HLA-DQA10501-DQB10301. The binding affinity (normalized) is 0.906.